This data is from Full USPTO retrosynthesis dataset with 1.9M reactions from patents (1976-2016). The task is: Predict the reactants needed to synthesize the given product. (1) Given the product [F:21][C:19]([F:20])([F:22])[C:18]1[C:13]([C:9]2[CH:8]=[C:7]3[C:12]([C:3]([OH:2])=[CH:4][CH:5]=[N:6]3)=[CH:11][CH:10]=2)=[N:14][CH:15]=[CH:16][CH:17]=1, predict the reactants needed to synthesize it. The reactants are: C[O:2][C:3]1[C:12]2[C:7](=[CH:8][C:9]([C:13]3[C:18]([C:19]([F:22])([F:21])[F:20])=[CH:17][CH:16]=[CH:15][N:14]=3)=[CH:10][CH:11]=2)[N:6]=[CH:5][CH:4]=1. (2) Given the product [CH3:22][C:23]([NH:24][C:14]([C:12]1[CH:11]=[CH:10][C:9]([CH:17]2[CH2:21][CH2:20][CH2:19][CH2:18]2)=[C:8]([C:4]2[CH:5]=[CH:6][CH:7]=[C:2]([Cl:1])[CH:3]=2)[N:13]=1)=[O:16])([C:25]1[N:29]=[C:28]([CH3:30])[O:27][N:26]=1)[CH3:31], predict the reactants needed to synthesize it. The reactants are: [Cl:1][C:2]1[CH:3]=[C:4]([C:8]2[N:13]=[C:12]([C:14]([OH:16])=O)[CH:11]=[CH:10][C:9]=2[CH:17]2[CH2:21][CH2:20][CH2:19][CH2:18]2)[CH:5]=[CH:6][CH:7]=1.[CH3:22][C:23]([CH3:31])([C:25]1[N:29]=[C:28]([CH3:30])[O:27][N:26]=1)[NH2:24]. (3) Given the product [F:37][C:2]([F:1])([F:36])[C:3]1[CH:8]=[CH:7][C:6]([C:9]2[CH:14]=[CH:13][CH:12]=[C:11]([CH2:15][O:16][C:17]3[CH:35]=[CH:34][C:20]4[CH:21]([CH2:29][C:30]([OH:32])=[O:31])[C:22]5[C:26]([CH2:27][O:28][C:19]=4[CH:18]=3)=[CH:25][O:24][N:23]=5)[CH:10]=2)=[CH:5][CH:4]=1, predict the reactants needed to synthesize it. The reactants are: [F:1][C:2]([F:37])([F:36])[C:3]1[CH:8]=[CH:7][C:6]([C:9]2[CH:14]=[CH:13][CH:12]=[C:11]([CH2:15][O:16][C:17]3[CH:35]=[CH:34][C:20]4[CH:21]([CH2:29][C:30]([O:32]C)=[O:31])[C:22]5[C:26]([CH2:27][O:28][C:19]=4[CH:18]=3)=[CH:25][O:24][N:23]=5)[CH:10]=2)=[CH:5][CH:4]=1.CO.O.[OH-].[Na+]. (4) Given the product [NH:21]1[CH:25]=[C:24]([NH:26][C:16]([C:15]2[CH:14]=[CH:13][C:12]([C@@H:10]3[CH2:11][C@H:9]3[NH:8][C:6](=[O:7])[O:5][C:1]([CH3:2])([CH3:3])[CH3:4])=[CH:20][CH:19]=2)=[O:18])[CH:23]=[N:22]1, predict the reactants needed to synthesize it. The reactants are: [C:1]([O:5][C:6]([NH:8][C@@H:9]1[CH2:11][C@H:10]1[C:12]1[CH:20]=[CH:19][C:15]([C:16]([OH:18])=O)=[CH:14][CH:13]=1)=[O:7])([CH3:4])([CH3:3])[CH3:2].[NH:21]1[CH:25]=[C:24]([NH2:26])[CH:23]=[N:22]1.ON1C2C=CC=CC=2N=N1.Cl.C(N=C=NCCCN(C)C)C.[Cl-].[NH4+]. (5) The reactants are: [CH3:1][O:2][C:3]1[CH:4]=[C:5]2[C:10](=[CH:11][C:12]=1[O:13][CH2:14][CH2:15][N:16](C)[C:17](C(C)(C)C)=O)[N:9]=[CH:8][N:7]([CH2:24][O:25][C:26](=[O:31])[C:27]([CH3:30])([CH3:29])[CH3:28])[C:6]2=[O:32].C1(C)C=CC=CC=1. Given the product [CH3:1][O:2][C:3]1[CH:4]=[C:5]2[C:10](=[CH:11][C:12]=1[O:13][CH2:14][CH2:15][NH:16][CH3:17])[N:9]=[CH:8][N:7]([CH2:24][O:25][C:26](=[O:31])[C:27]([CH3:28])([CH3:30])[CH3:29])[C:6]2=[O:32], predict the reactants needed to synthesize it. (6) Given the product [S:1]1[C:5]([CH:10]([C:11]2[CH:16]=[CH:15][CH:14]=[CH:13][CH:12]=2)[OH:17])=[CH:4][C:3]2[CH:6]=[CH:7][CH:8]=[CH:9][C:2]1=2, predict the reactants needed to synthesize it. The reactants are: [S:1]1[CH:5]=[CH:4][C:3]2[CH:6]=[CH:7][CH:8]=[CH:9][C:2]1=2.[CH:10](=[O:17])[C:11]1[CH:16]=[CH:15][CH:14]=[CH:13][CH:12]=1.